Dataset: NCI-60 drug combinations with 297,098 pairs across 59 cell lines. Task: Regression. Given two drug SMILES strings and cell line genomic features, predict the synergy score measuring deviation from expected non-interaction effect. (1) Drug 1: CCC1(CC2CC(C3=C(CCN(C2)C1)C4=CC=CC=C4N3)(C5=C(C=C6C(=C5)C78CCN9C7C(C=CC9)(C(C(C8N6C=O)(C(=O)OC)O)OC(=O)C)CC)OC)C(=O)OC)O.OS(=O)(=O)O. Drug 2: C1=NC2=C(N1)C(=S)N=CN2. Cell line: LOX IMVI. Synergy scores: CSS=41.7, Synergy_ZIP=-2.35, Synergy_Bliss=-2.89, Synergy_Loewe=-13.4, Synergy_HSA=-2.66. (2) Drug 1: CC1=CC2C(CCC3(C2CCC3(C(=O)C)OC(=O)C)C)C4(C1=CC(=O)CC4)C. Drug 2: C1C(C(OC1N2C=NC(=NC2=O)N)CO)O. Cell line: CCRF-CEM. Synergy scores: CSS=49.4, Synergy_ZIP=5.07, Synergy_Bliss=7.28, Synergy_Loewe=-16.4, Synergy_HSA=8.63. (3) Drug 1: CC1=C(C=C(C=C1)NC2=NC=CC(=N2)N(C)C3=CC4=NN(C(=C4C=C3)C)C)S(=O)(=O)N.Cl. Drug 2: C(CC(=O)O)C(=O)CN.Cl. Cell line: HOP-92. Synergy scores: CSS=2.72, Synergy_ZIP=-4.14, Synergy_Bliss=-7.97, Synergy_Loewe=-6.91, Synergy_HSA=-6.82. (4) Drug 1: CC1=C(C=C(C=C1)NC2=NC=CC(=N2)N(C)C3=CC4=NN(C(=C4C=C3)C)C)S(=O)(=O)N.Cl. Synergy scores: CSS=22.4, Synergy_ZIP=6.54, Synergy_Bliss=10.2, Synergy_Loewe=10.6, Synergy_HSA=11.2. Cell line: NCI-H226. Drug 2: CC1=CC=C(C=C1)C2=CC(=NN2C3=CC=C(C=C3)S(=O)(=O)N)C(F)(F)F. (5) Drug 1: CCC1(CC2CC(C3=C(CCN(C2)C1)C4=CC=CC=C4N3)(C5=C(C=C6C(=C5)C78CCN9C7C(C=CC9)(C(C(C8N6C=O)(C(=O)OC)O)OC(=O)C)CC)OC)C(=O)OC)O.OS(=O)(=O)O. Drug 2: B(C(CC(C)C)NC(=O)C(CC1=CC=CC=C1)NC(=O)C2=NC=CN=C2)(O)O. Cell line: NCI-H226. Synergy scores: CSS=7.68, Synergy_ZIP=-1.04, Synergy_Bliss=-10.2, Synergy_Loewe=-21.1, Synergy_HSA=-12.0. (6) Cell line: CAKI-1. Drug 2: C1CN(CCN1C(=O)CCBr)C(=O)CCBr. Synergy scores: CSS=14.6, Synergy_ZIP=-4.96, Synergy_Bliss=2.48, Synergy_Loewe=-3.29, Synergy_HSA=-0.271. Drug 1: C1CC(C1)(C(=O)O)C(=O)O.[NH2-].[NH2-].[Pt+2].